From a dataset of Forward reaction prediction with 1.9M reactions from USPTO patents (1976-2016). Predict the product of the given reaction. (1) Given the reactants [Cl:1][C:2]1[CH:23]=[C:22]([Cl:24])[CH:21]=[CH:20][C:3]=1[C:4]([C:6]1[C:7]2[CH:15]=[C:14]([C:16]([O:18][CH3:19])=[O:17])[CH:13]=[CH:12][C:8]=2[S:9][C:10]=1[CH3:11])=[O:5].[BH4-].[Na+].O, predict the reaction product. The product is: [Cl:1][C:2]1[CH:23]=[C:22]([Cl:24])[CH:21]=[CH:20][C:3]=1[CH:4]([OH:5])[C:6]1[C:7]2[CH:15]=[C:14]([C:16]([O:18][CH3:19])=[O:17])[CH:13]=[CH:12][C:8]=2[S:9][C:10]=1[CH3:11]. (2) Given the reactants [F:1][C:2]([F:7])([F:6])[C:3]([OH:5])=[O:4].[F:8][C:9]([F:14])([F:13])[C:10]([OH:12])=[O:11].FC(F)(F)C(O)=O.[Cl:22][C:23]1[CH:24]=[N:25][C:26]2[NH:27][C:28]3[CH:29]=[N:30][CH:31]=[C:32]([CH:53]=3)[CH2:33][CH2:34][C:35]3[CH:43]=[C:39]([NH:40][C:41]=1[N:42]=2)[CH:38]=[CH:37][C:36]=3[O:44][CH2:45][CH2:46][CH:47]1[CH2:52][CH2:51][NH:50][CH2:49][CH2:48]1.[F:54][C:55]1[CH:60]=[CH:59][CH:58]=[CH:57][C:56]=1[N:61]=[C:62]=[O:63], predict the reaction product. The product is: [F:1][C:2]([F:7])([F:6])[C:3]([OH:5])=[O:4].[F:8][C:9]([F:14])([F:13])[C:10]([OH:12])=[O:11].[Cl:22][C:23]1[CH:24]=[N:25][C:26]2[NH:27][C:28]3[CH:29]=[N:30][CH:31]=[C:32]([CH:53]=3)[CH2:33][CH2:34][C:35]3[CH:43]=[C:39]([NH:40][C:41]=1[N:42]=2)[CH:38]=[CH:37][C:36]=3[O:44][CH2:45][CH2:46][CH:47]1[CH2:48][CH2:49][N:50]([C:62]([NH:61][C:56]2[CH:57]=[CH:58][CH:59]=[CH:60][C:55]=2[F:54])=[O:63])[CH2:51][CH2:52]1. (3) Given the reactants C([O:3][C:4](=O)[CH:5]([F:25])[CH2:6][O:7][Si:8]([C:21]([CH3:24])([CH3:23])[CH3:22])([C:15]1[CH:20]=[CH:19][CH:18]=[CH:17][CH:16]=1)[C:9]1[CH:14]=[CH:13][CH:12]=[CH:11][CH:10]=1)C.[BH4-].[Li+].[OH-].[Na+], predict the reaction product. The product is: [Si:8]([O:7][CH2:6][CH:5]([F:25])[CH2:4][OH:3])([C:21]([CH3:24])([CH3:22])[CH3:23])([C:15]1[CH:20]=[CH:19][CH:18]=[CH:17][CH:16]=1)[C:9]1[CH:10]=[CH:11][CH:12]=[CH:13][CH:14]=1. (4) Given the reactants [C:1]1([CH2:7][CH2:8]/[CH:9]=[CH:10]/[C:11]([OH:13])=O)[CH:6]=[CH:5][CH:4]=[CH:3][CH:2]=1.ClC(OCC)=O.[CH2:20]([N:22](CC)CC)[CH3:21].C(N)C.[Cl-].[Na+], predict the reaction product. The product is: [CH2:20]([NH:22][C:11](=[O:13])/[CH:10]=[CH:9]/[CH2:8][CH2:7][C:1]1[CH:2]=[CH:3][CH:4]=[CH:5][CH:6]=1)[CH3:21]. (5) The product is: [C:1]([N:8]1[CH2:12][C@H:11]([O:13][CH3:14])[CH2:10][C@H:9]1[CH2:15][OH:16])([O:3][C:4]([CH3:7])([CH3:6])[CH3:5])=[O:2]. Given the reactants [C:1]([N:8]1[CH2:12][C@H:11]([O:13][CH3:14])[CH2:10][C@H:9]1[C:15](O)=[O:16])([O:3][C:4]([CH3:7])([CH3:6])[CH3:5])=[O:2].O, predict the reaction product. (6) Given the reactants Cl[C:2]1[N:3]=[N:4][C:5]([C:8]2[CH:13]=[CH:12][N:11]=[CH:10][CH:9]=2)=[CH:6][CH:7]=1.[N:14]1([CH:19]2[CH2:24][CH2:23][NH:22][CH2:21][CH2:20]2)[CH2:18][CH2:17][CH2:16][CH2:15]1, predict the reaction product. The product is: [N:11]1[CH:12]=[CH:13][C:8]([C:5]2[N:4]=[N:3][C:2]([N:22]3[CH2:23][CH2:24][CH:19]([N:14]4[CH2:18][CH2:17][CH2:16][CH2:15]4)[CH2:20][CH2:21]3)=[CH:7][CH:6]=2)=[CH:9][CH:10]=1. (7) Given the reactants [Cl:1][C:2]1[N:7]=[CH:6][C:5]2[C:8](=[O:23])[N:9]([C@@H:11]([CH2:14][C:15]3[CH:20]=[C:19]([F:21])[CH:18]=[C:17]([F:22])[CH:16]=3)[CH2:12]O)[CH2:10][C:4]=2[CH:3]=1.C1(P(C2C=CC=CC=2)C2C=CC=CC=2)C=CC=CC=1.[C:43]1(=[O:53])[NH:47][C:46](=[O:48])[C:45]2=[CH:49][CH:50]=[CH:51][CH:52]=[C:44]12.N(C(OCC)=O)=NC(OCC)=O, predict the reaction product. The product is: [Cl:1][C:2]1[N:7]=[CH:6][C:5]2[C:8](=[O:23])[N:9]([C@@H:11]([CH2:14][C:15]3[CH:20]=[C:19]([F:21])[CH:18]=[C:17]([F:22])[CH:16]=3)[CH2:12][N:47]3[C:43](=[O:53])[C:44]4[C:45](=[CH:49][CH:50]=[CH:51][CH:52]=4)[C:46]3=[O:48])[CH2:10][C:4]=2[CH:3]=1. (8) Given the reactants [C:1]([CH2:3][CH:4]([OH:9])[CH2:5][C:6]([OH:8])=[O:7])#[N:2].[CH2:10](N(CC)CC)[CH3:11].S(OCC)(OCC)(=O)=O.C(=O)(O)[O-].[Na+], predict the reaction product. The product is: [C:1]([CH2:3][CH:4]([OH:9])[CH2:5][C:6]([O:8][CH2:10][CH3:11])=[O:7])#[N:2].